From a dataset of Full USPTO retrosynthesis dataset with 1.9M reactions from patents (1976-2016). Predict the reactants needed to synthesize the given product. (1) Given the product [Cl:1][C:2]1[C:3]2[CH:11]=[CH:10][NH:9][C:4]=2[N:5]=[C:6]([NH:8][CH2:14][C:13]#[CH:12])[N:7]=1, predict the reactants needed to synthesize it. The reactants are: [Cl:1][C:2]1[C:3]2[CH:11]=[CH:10][NH:9][C:4]=2[N:5]=[C:6]([NH2:8])[N:7]=1.[CH2:12](O)[C:13]#[CH:14].CC(O)=O.[BH3-]C#N.[Na+]. (2) Given the product [Br:2][CH2:22][C:19]1[CH:20]=[CH:21][C:16](/[CH:15]=[CH:14]/[C:11]2[CH:12]=[CH:13][C:8]([O:7][C:6]([F:25])([F:24])[F:5])=[CH:9][CH:10]=2)=[CH:17][CH:18]=1, predict the reactants needed to synthesize it. The reactants are: P(Br)(Br)[Br:2].[F:5][C:6]([F:25])([F:24])[O:7][C:8]1[CH:13]=[CH:12][C:11](/[CH:14]=[CH:15]/[C:16]2[CH:21]=[CH:20][C:19]([CH2:22]O)=[CH:18][CH:17]=2)=[CH:10][CH:9]=1. (3) Given the product [Br:11][C:12]1[CH:17]=[CH:16][C:15]([CH:18]2[CH2:22][CH2:21][C@:20]3([NH:6][C:24](=[O:26])[NH:5][C:1]3=[O:4])[CH2:19]2)=[CH:14][CH:13]=1, predict the reactants needed to synthesize it. The reactants are: [C:1](=[O:4])([O-])[O-].[NH4+:5].[NH4+:6].[C-]#N.[K+].O.[Br:11][C:12]1[CH:17]=[CH:16][C:15]([C@H:18]2[CH2:22][CH2:21][C:20](=O)[CH2:19]2)=[CH:14][CH:13]=1.[CH2:24]([OH:26])C. (4) Given the product [Cl:1][C:2]1[CH:3]=[C:4]2[C:10]([C:11]3[N:12]=[C:13]([NH:37][C@H:32]4[CH2:33][CH2:34][CH2:35][CH2:36][C@@H:31]4[NH2:38])[C:14]([F:18])=[CH:15][N:16]=3)=[CH:9][N:8]([S:21]([C:24]3[CH:25]=[CH:26][C:27]([CH3:30])=[CH:28][CH:29]=3)(=[O:22])=[O:23])[C:5]2=[N:6][CH:7]=1, predict the reactants needed to synthesize it. The reactants are: [Cl:1][C:2]1[CH:3]=[C:4]2[C:10]([C:11]3[NH:12][C:13](=S=O)[C:14]([F:18])=[C:15](C)[N:16]=3)=[CH:9][N:8]([S:21]([C:24]3[CH:29]=[CH:28][C:27]([CH3:30])=[CH:26][CH:25]=3)(=[O:23])=[O:22])[C:5]2=[N:6][CH:7]=1.[C@H:31]1([NH2:38])[CH2:36][CH2:35][CH2:34][CH2:33][C@@H:32]1[NH2:37].CCN(C(C)C)C(C)C. (5) Given the product [Cl:29][C:25]1[CH:26]=[C:27]2[C:22](=[CH:23][CH:24]=1)[NH:21][C:20]([S:17]([N:15]1[CH2:14][C:13](=[O:30])[N:12]3[CH2:31][C:7]4([N:10]([CH3:35])[C:11]3([CH2:32][O:33][CH3:34])[CH2:16]1)[CH2:6][CH2:5][N:4]([C:1](=[O:3])[CH2:2][N:37]([CH3:38])[CH3:36])[CH2:9][CH2:8]4)(=[O:18])=[O:19])=[CH:28]2, predict the reactants needed to synthesize it. The reactants are: [C:1]([N:4]1[CH2:9][CH2:8][C:7]2([CH2:31][N:12]3[C:13](=[O:30])[CH2:14][N:15]([S:17]([C:20]4[NH:21][C:22]5[C:27]([CH:28]=4)=[CH:26][C:25]([Cl:29])=[CH:24][CH:23]=5)(=[O:19])=[O:18])[CH2:16][C:11]3([CH2:32][O:33][CH3:34])[N:10]2[CH3:35])[CH2:6][CH2:5]1)(=[O:3])[CH3:2].[CH3:36][N:37](C)[CH2:38]C(O)=O.CCN=C=NCCCN(C)C.Cl.